From a dataset of Reaction yield outcomes from USPTO patents with 853,638 reactions. Predict the reaction yield, written as a fraction of the theoretical maximum amount of product (1.0 means a 100% yield; for example, 0.34 means a 34% yield). (1) The reactants are ClC1N=C(N2CCOCC2)C2SC(C=O)=CC=2N=1.CN(C1CNCC1)C.Cl[C:28]1[N:29]=[C:30]([N:46]2[CH2:51][CH2:50][O:49][CH2:48][CH2:47]2)[C:31]2[S:36][C:35]([CH2:37][N:38]([CH3:45])[CH:39]3[CH2:43][CH2:42][N:41]([CH3:44])[CH2:40]3)=[CH:34][C:32]=2[N:33]=1.CC1(C)C(C)(C)OB([C:60]2[CH:61]=[N:62][C:63]([NH2:66])=[N:64][CH:65]=2)O1. No catalyst specified. The product is [CH3:45][N:38]([CH2:37][C:35]1[S:36][C:31]2[C:30]([N:46]3[CH2:51][CH2:50][O:49][CH2:48][CH2:47]3)=[N:29][C:28]([C:60]3[CH:61]=[N:62][C:63]([NH2:66])=[N:64][CH:65]=3)=[N:33][C:32]=2[CH:34]=1)[CH:39]1[CH2:43][CH2:42][N:41]([CH3:44])[CH2:40]1. The yield is 0.140. (2) The reactants are [CH3:1][C:2]1[N:6]([C:7]2[CH:8]=[C:9]([CH2:17]O)[CH:10]=[C:11]([C:13]([F:16])([F:15])[F:14])[CH:12]=2)[N:5]=[N:4][N:3]=1.C1(P(C2C=CC=CC=2)C2C=CC=CC=2)C=CC=CC=1.C1C(=O)N([Br:45])C(=O)C1.O. The catalyst is ClCCl. The product is [Br:45][CH2:17][C:9]1[CH:8]=[C:7]([N:6]2[C:2]([CH3:1])=[N:3][N:4]=[N:5]2)[CH:12]=[C:11]([C:13]([F:16])([F:15])[F:14])[CH:10]=1. The yield is 0.960. (3) The reactants are [Cl:1][C:2]1[CH:3]=[CH:4][C:5]([N+:21]([O-])=O)=[C:6]([C:8]2[CH:12]=[C:11]([C:13]3[CH:18]=[CH:17][C:16]([F:19])=[CH:15][C:14]=3[F:20])[O:10][N:9]=2)[CH:7]=1.C([O-])([O-])=O.[Na+].[Na+].[O-]S(S([O-])=O)=O.[Na+].[Na+].CCOC(C)=O. The catalyst is CO.O. The product is [Cl:1][C:2]1[CH:3]=[CH:4][C:5]([NH2:21])=[C:6]([C:8]2[CH:12]=[C:11]([C:13]3[CH:18]=[CH:17][C:16]([F:19])=[CH:15][C:14]=3[F:20])[O:10][N:9]=2)[CH:7]=1. The yield is 0.340. (4) The reactants are [F:1][C:2]([F:12])([F:11])[O:3][C:4]1[CH:5]=[C:6]([OH:10])[CH:7]=[CH:8][CH:9]=1.Br[CH2:14][CH2:15][OH:16].C(=O)([O-])[O-].[K+].[K+]. The catalyst is CN(C=O)C. The product is [F:1][C:2]([F:11])([F:12])[O:3][C:4]1[CH:5]=[C:6]([CH:7]=[CH:8][CH:9]=1)[O:10][CH2:14][CH2:15][OH:16]. The yield is 0.945. (5) The reactants are [Br:1][CH2:2][CH2:3][CH2:4][CH2:5][C:6]([CH3:21])([C:15]1C=CC=CC=1)[CH2:7][O:8][CH:9]1[CH2:14][CH2:13][CH2:12][CH2:11][O:10]1.BrCCCCC(C)(C)CO.O1C=CCCC1. The catalyst is C(Cl)Cl.O.C1(C)C=CC(S(O)(=O)=O)=CC=1. The product is [Br:1][CH2:2][CH2:3][CH2:4][CH2:5][C:6]([CH3:21])([CH3:15])[CH2:7][O:8][CH:9]1[CH2:14][CH2:13][CH2:12][CH2:11][O:10]1. The yield is 0.830. (6) The reactants are O.[CH3:2][C:3]([CH3:5])=[O:4].BrC(C1[N:10]2[C@H:21]([C:22]3[CH:27]=[CH:26][C:25]([Cl:28])=[CH:24][CH:23]=3)[C@@:20]([C:30]3[CH:35]=[CH:34][C:33]([Cl:36])=[CH:32][CH:31]=3)([CH3:29])[N:19]=[C:11]2[S:12][C:13]=1[C:14]([O:16][CH2:17][CH3:18])=[O:15])C. The catalyst is C(OCC)(=O)C.[N+]([O-])([O-])=O.[Ag+]. The product is [Cl:28][C:25]1[CH:26]=[CH:27][C:22]([C@H:21]2[N:10]3[C:11]([S:12][C:13]([C:14]([O:16][CH2:17][CH3:18])=[O:15])=[C:2]3[CH:3]([OH:4])[CH3:5])=[N:19][C@:20]2([C:30]2[CH:31]=[CH:32][C:33]([Cl:36])=[CH:34][CH:35]=2)[CH3:29])=[CH:23][CH:24]=1. The yield is 0.360. (7) The reactants are CC(C)([O-])C.[K+].[F:7][C:8]([F:13])([F:12])[CH2:9][CH2:10][OH:11].Cl[C:15]1[CH:24]=[CH:23][C:18]([C:19]([O:21][CH3:22])=[O:20])=[CH:17][N:16]=1.O. The catalyst is C1COCC1. The product is [F:7][C:8]([F:13])([F:12])[CH2:9][CH2:10][O:11][C:15]1[CH:24]=[CH:23][C:18]([C:19]([O:21][CH3:22])=[O:20])=[CH:17][N:16]=1. The yield is 0.610. (8) The reactants are [Cl:1][C:2]1[C:7]([F:8])=[CH:6][CH:5]=[C:4]([Cl:9])[C:3]=1[CH:10]([O:12][C:13]1[C:14]([NH2:20])=[N:15][CH:16]=[C:17](I)[CH:18]=1)[CH3:11].[C:21]([O:25][C:26](=[O:31])[NH:27][CH2:28][C:29]#[CH:30])([CH3:24])([CH3:23])[CH3:22]. The catalyst is C1COCC1.CCN(CC)CC.[Cu]I.C1C=CC([P]([Pd]([P](C2C=CC=CC=2)(C2C=CC=CC=2)C2C=CC=CC=2)([P](C2C=CC=CC=2)(C2C=CC=CC=2)C2C=CC=CC=2)[P](C2C=CC=CC=2)(C2C=CC=CC=2)C2C=CC=CC=2)(C2C=CC=CC=2)C2C=CC=CC=2)=CC=1. The product is [C:21]([O:25][C:26](=[O:31])[NH:27][CH2:28][C:29]#[C:30][C:17]1[CH:16]=[N:15][C:14]([NH2:20])=[C:13]([O:12][CH:10]([C:3]2[C:4]([Cl:9])=[CH:5][CH:6]=[C:7]([F:8])[C:2]=2[Cl:1])[CH3:11])[CH:18]=1)([CH3:24])([CH3:23])[CH3:22]. The yield is 0.290. (9) The yield is 0.580. The product is [Cl:2][C:3]1[CH:4]=[CH:5][C:6]([C:7]([N:9]([CH3:10])[C@@H:11]2[CH2:16][CH2:15][N:14]([CH2:27][CH:29]3[CH2:34][CH2:33][N:32]([C:35]([O:37][C:38]([CH3:39])([CH3:41])[CH3:40])=[O:36])[CH2:31][CH2:30]3)[CH2:13][C@H:12]2[C:17]2[CH:22]=[CH:21][C:20]([Cl:23])=[C:19]([Cl:24])[CH:18]=2)=[O:8])=[CH:25][CH:26]=1. The reactants are Cl.[Cl:2][C:3]1[CH:26]=[CH:25][C:6]([C:7]([N:9]([C@@H:11]2[CH2:16][CH2:15][NH:14][CH2:13][C@H:12]2[C:17]2[CH:22]=[CH:21][C:20]([Cl:23])=[C:19]([Cl:24])[CH:18]=2)[CH3:10])=[O:8])=[CH:5][CH:4]=1.[CH:27]([CH:29]1[CH2:34][CH2:33][N:32]([C:35]([O:37][C:38]([CH3:41])([CH3:40])[CH3:39])=[O:36])[CH2:31][CH2:30]1)=O.C(N(CC)CC)C.C(O[BH-](OC(=O)C)OC(=O)C)(=O)C.[Na+]. The catalyst is C(O)(=O)C.O.C(OCC)(=O)C.